Dataset: Reaction yield outcomes from USPTO patents with 853,638 reactions. Task: Predict the reaction yield, written as a fraction of the theoretical maximum amount of product (1.0 means a 100% yield; for example, 0.34 means a 34% yield). (1) The reactants are [C:1]([C:3]1[CH:4]=[C:5]([NH2:9])[CH:6]=[CH:7][CH:8]=1)#[CH:2].[C:10]([O:14][C:15](O[C:15]([O:14][C:10]([CH3:13])([CH3:12])[CH3:11])=[O:16])=[O:16])([CH3:13])([CH3:12])[CH3:11].CN(C)CCCN. The catalyst is C1COCC1. The product is [C:10]([O:14][C:15](=[O:16])[NH:9][C:5]1[CH:6]=[CH:7][CH:8]=[C:3]([C:1]#[CH:2])[CH:4]=1)([CH3:13])([CH3:12])[CH3:11]. The yield is 0.970. (2) The reactants are [NH2:1][C:2]1[C:3]([Cl:8])=[N:4][CH:5]=[CH:6][CH:7]=1.[C:9](Cl)(=[O:16])[C:10]1[CH:15]=[CH:14][CH:13]=[CH:12][CH:11]=1. The catalyst is N1C=CC=CC=1. The product is [Cl:8][C:3]1[C:2]([NH:1][C:9](=[O:16])[C:10]2[CH:15]=[CH:14][CH:13]=[CH:12][CH:11]=2)=[CH:7][CH:6]=[CH:5][N:4]=1. The yield is 0.880. (3) The reactants are [C:1]1([C:7]2[N:11]([S:12]([C:15]3[CH:20]=[CH:19][C:18]([C:21]([F:24])([F:23])[F:22])=[CH:17][CH:16]=3)(=[O:14])=[O:13])[CH:10]=[C:9]([CH:25]=[O:26])[CH:8]=2)[CH:6]=[CH:5][CH:4]=[CH:3][CH:2]=1.[Cl:27]N1C(=O)CCC1=O.O. The catalyst is CN(C)C=O. The product is [Cl:27][C:10]1[N:11]([S:12]([C:15]2[CH:20]=[CH:19][C:18]([C:21]([F:24])([F:22])[F:23])=[CH:17][CH:16]=2)(=[O:13])=[O:14])[C:7]([C:1]2[CH:2]=[CH:3][CH:4]=[CH:5][CH:6]=2)=[CH:8][C:9]=1[CH:25]=[O:26]. The yield is 0.610. (4) The reactants are [F:1][C:2]([F:28])([F:27])[C:3]1[CH:8]=[CH:7][C:6]([C:9]2[C:10]([C:15]([NH:17][C:18]3[CH:19]=[C:20]([C:24](O)=[O:25])[N:21]([CH3:23])[CH:22]=3)=[O:16])=[CH:11][CH:12]=[CH:13][CH:14]=2)=[CH:5][CH:4]=1.[CH3:29][O:30][C:31]([CH2:33][CH2:34][C:35]1[CH:42]=[CH:41][C:38]([CH2:39][NH2:40])=[CH:37][CH:36]=1)=[O:32].CN(C(ON1N=NC2C=CC=CC1=2)=[N+](C)C)C.[B-](F)(F)(F)F.C(N(CC)CC)C. The catalyst is O1CCCC1.ClCCl.C(O)C. The product is [CH3:29][O:30][C:31]([CH2:33][CH2:34][C:35]1[CH:36]=[CH:37][C:38]([CH2:39][NH:40][C:24]([C:20]2[N:21]([CH3:23])[CH:22]=[C:18]([NH:17][C:15]([C:10]3[C:9]([C:6]4[CH:7]=[CH:8][C:3]([C:2]([F:1])([F:28])[F:27])=[CH:4][CH:5]=4)=[CH:14][CH:13]=[CH:12][CH:11]=3)=[O:16])[CH:19]=2)=[O:25])=[CH:41][CH:42]=1)=[O:32]. The yield is 0.850. (5) The reactants are [F:1][C:2]1([F:11])[CH2:7][CH2:6][CH:5]([C:8](O)=[O:9])[CH2:4][CH2:3]1.C[N:13]1CCOCC1.CC(COC(Cl)=O)C.[OH-].[NH4+]. The catalyst is C1COCC1. The product is [F:1][C:2]1([F:11])[CH2:7][CH2:6][CH:5]([C:8]([NH2:13])=[O:9])[CH2:4][CH2:3]1. The yield is 0.400. (6) The reactants are [Cl:1][C:2]1[N:3]=[C:4](Cl)[C:5]2[CH2:11][O:10][CH2:9][CH:8]([C:12]3[CH:17]=[CH:16][CH:15]=[CH:14][CH:13]=3)[C:6]=2[N:7]=1.[CH3:19][NH:20][CH2:21][CH3:22]. The catalyst is CO. The product is [Cl:1][C:2]1[N:3]=[C:4]([N:20]([CH2:21][CH3:22])[CH3:19])[C:5]2[CH2:11][O:10][CH2:9][CH:8]([C:12]3[CH:17]=[CH:16][CH:15]=[CH:14][CH:13]=3)[C:6]=2[N:7]=1. The yield is 1.00. (7) The reactants are [C:1]([O:5][C:6]([N:8]([C:13]1[CH:14]=[C:15]([CH:20]=[CH:21][C:22]=1[O:23][CH3:24])[C:16]([O:18]C)=[O:17])[S:9]([CH3:12])(=[O:11])=[O:10])=[O:7])([CH3:4])([CH3:3])[CH3:2].[Li+].[OH-].Cl. The catalyst is C1COCC1. The product is [C:1]([O:5][C:6]([N:8]([C:13]1[CH:14]=[C:15]([CH:20]=[CH:21][C:22]=1[O:23][CH3:24])[C:16]([OH:18])=[O:17])[S:9]([CH3:12])(=[O:11])=[O:10])=[O:7])([CH3:4])([CH3:3])[CH3:2]. The yield is 0.575. (8) The reactants are [S:1]1[CH2:6][CH2:5][CH2:4][S:3][CH:2]1[C:7]([O:9][CH2:10][CH3:11])=[O:8].Br[CH2:13][CH2:14][CH2:15][CH2:16][Cl:17].[H-].[Na+]. The catalyst is CN(C=O)C. The product is [Cl:17][CH2:16][CH2:15][CH2:14][CH2:13][C:2]1([C:7]([O:9][CH2:10][CH3:11])=[O:8])[S:3][CH2:4][CH2:5][CH2:6][S:1]1. The yield is 0.750. (9) The reactants are [C:1]([C@H:5]1[CH2:10][CH2:9][C@H:8]([O:11][C:12]2[CH:13]=[C:14]3[C:19](=[CH:20][CH:21]=2)[CH:18]=[C:17]([CH2:22][NH:23][CH2:24][C:25]#[N:26])[CH:16]=[CH:15]3)[CH2:7][CH2:6]1)([CH3:4])([CH3:3])[CH3:2].[N-:27]=[N+:28]=[N-:29].[Na+].C([O-])(O)=O.[Na+]. The catalyst is O.C(O)(C)C.[Zn+2].[Br-].[Br-]. The product is [NH:27]1[C:25]([CH2:24][NH:23][CH2:22][C:17]2[CH:16]=[CH:15][C:14]3[C:19](=[CH:20][CH:21]=[C:12]([O:11][C@H:8]4[CH2:9][CH2:10][C@H:5]([C:1]([CH3:4])([CH3:2])[CH3:3])[CH2:6][CH2:7]4)[CH:13]=3)[CH:18]=2)=[N:26][N:29]=[N:28]1. The yield is 0.110.